Dataset: Forward reaction prediction with 1.9M reactions from USPTO patents (1976-2016). Task: Predict the product of the given reaction. (1) Given the reactants [C:1](Cl)(=[O:3])[CH3:2].[CH3:5][O:6][C:7]1[CH:12]=[C:11]([O:13][CH3:14])[N:10]=[C:9]([NH:15][C:16]([NH:18][S:19]([C:22]2[CH:27]=[C:26]([NH2:28])[CH:25]=[CH:24][C:23]=2[C:29]([N:31]([CH3:33])[CH3:32])=[O:30])(=[O:21])=[O:20])=[O:17])[N:8]=1, predict the reaction product. The product is: [CH3:5][O:6][C:7]1[CH:12]=[C:11]([O:13][CH3:14])[N:10]=[C:9]([NH:15][C:16]([NH:18][S:19]([C:22]2[CH:27]=[C:26]([NH:28][C:1](=[O:3])[CH3:2])[CH:25]=[CH:24][C:23]=2[C:29]([N:31]([CH3:33])[CH3:32])=[O:30])(=[O:21])=[O:20])=[O:17])[N:8]=1. (2) Given the reactants [Br:1][C:2]1[C:3]2[N:11]([C:12]3[C:17]([F:18])=[CH:16][CH:15]=[CH:14][C:13]=3[F:19])[N:10]=[C:9]([C:20]3[CH:25]=[CH:24][C:23]([CH2:26][C:27]#[N:28])=[CH:22][CH:21]=3)[C:4]=2[C:5](=[O:8])[NH:6][CH:7]=1.C(=O)([O-])[O-:30].[K+].[K+].OO.O, predict the reaction product. The product is: [Br:1][C:2]1[C:3]2[N:11]([C:12]3[C:17]([F:18])=[CH:16][CH:15]=[CH:14][C:13]=3[F:19])[N:10]=[C:9]([C:20]3[CH:25]=[CH:24][C:23]([CH2:26][C:27]([NH2:28])=[O:30])=[CH:22][CH:21]=3)[C:4]=2[C:5](=[O:8])[NH:6][CH:7]=1. (3) Given the reactants [O:1]1[C:5]2[CH:6]=[CH:7][CH:8]=[CH:9][C:4]=2[CH2:3][CH2:2]1.[C:10]1(=[O:17])[O:16][C:14](=[O:15])[CH2:13][CH2:12][CH2:11]1.[Cl-].[Al+3].[Cl-].[Cl-].Cl, predict the reaction product. The product is: [O:1]1[C:5]2[CH:6]=[CH:7][C:8]([C:10](=[O:17])[CH2:11][CH2:12][CH2:13][C:14]([OH:16])=[O:15])=[CH:9][C:4]=2[CH2:3][CH2:2]1. (4) The product is: [F:1][C:2]([F:7])([F:6])[C:3]([OH:5])=[O:4].[F:8][C:9]([F:14])([F:13])[C:10]([OH:12])=[O:11].[Cl:22][C:23]1[CH:24]=[N:25][C:26]2[NH:27][C:28]3[CH:29]=[N:30][CH:31]=[C:32]([CH:53]=3)[CH2:33][CH2:34][C:35]3[CH:43]=[C:39]([NH:40][C:41]=1[N:42]=2)[CH:38]=[CH:37][C:36]=3[NH:44][C:45](=[O:52])[CH2:46][C@@H:47]1[CH2:51][CH2:50][N:49]([C:55]([NH:54][C:57]2[CH:64]=[CH:63][CH:62]=[CH:61][C:58]=2[C:59]#[N:60])=[O:56])[CH2:48]1. Given the reactants [F:1][C:2]([F:7])([F:6])[C:3]([OH:5])=[O:4].[F:8][C:9]([F:14])([F:13])[C:10]([OH:12])=[O:11].FC(F)(F)C(O)=O.[Cl:22][C:23]1[CH:24]=[N:25][C:26]2[NH:27][C:28]3[CH:29]=[N:30][CH:31]=[C:32]([CH:53]=3)[CH2:33][CH2:34][C:35]3[CH:43]=[C:39]([NH:40][C:41]=1[N:42]=2)[CH:38]=[CH:37][C:36]=3[NH:44][C:45](=[O:52])[CH2:46][C@@H:47]1[CH2:51][CH2:50][NH:49][CH2:48]1.[N:54]([C:57]1[CH:64]=[CH:63][CH:62]=[CH:61][C:58]=1[C:59]#[N:60])=[C:55]=[O:56], predict the reaction product. (5) Given the reactants [F:1][C:2]1[CH:3]=[C:4]([N:26]([C:35]2[CH:40]=[CH:39][CH:38]=[CH:37][CH:36]=2)[C:27]([C:29]2([C:32]([NH2:34])=[O:33])[CH2:31][CH2:30]2)=[O:28])[CH:5]=[CH:6][C:7]=1[O:8][C:9]1[CH:14]=[CH:13][N:12]=[C:11]2[CH:15]=[C:16]([C:18]3[CH:23]=[CH:22][C:21]([CH:24]=O)=[CH:20][N:19]=3)[S:17][C:10]=12.[CH3:41][O:42][CH2:43][CH2:44][NH2:45].C(O[BH-](OC(=O)C)OC(=O)C)(=O)C.[Na+], predict the reaction product. The product is: [F:1][C:2]1[CH:3]=[C:4]([N:26]([C:35]2[CH:36]=[CH:37][CH:38]=[CH:39][CH:40]=2)[C:27]([C:29]2([C:32]([NH2:34])=[O:33])[CH2:31][CH2:30]2)=[O:28])[CH:5]=[CH:6][C:7]=1[O:8][C:9]1[CH:14]=[CH:13][N:12]=[C:11]2[CH:15]=[C:16]([C:18]3[CH:23]=[CH:22][C:21]([CH2:24][NH:45][CH2:44][CH2:43][O:42][CH3:41])=[CH:20][N:19]=3)[S:17][C:10]=12. (6) Given the reactants [C:1]1([NH:7][CH2:8][C:9]([OH:11])=[O:10])[CH:6]=[CH:5][CH:4]=[CH:3][CH:2]=1.[OH-].[Na+].[C:14](Cl)(=[O:17])[O:15][CH3:16], predict the reaction product. The product is: [CH3:16][O:15][C:14]([N:7]([C:1]1[CH:6]=[CH:5][CH:4]=[CH:3][CH:2]=1)[CH2:8][C:9]([OH:11])=[O:10])=[O:17]. (7) Given the reactants [CH2:1]1[C:4]2([O:9][CH2:8][CH:7]([O:10][C:11]3[CH:16]=[CH:15][N+:14]([O-])=[C:13]([CH3:18])[C:12]=3[CH3:19])[CH2:6][O:5]2)[CH2:3][CH2:2]1.C(OC(=O)C)(=[O:22])C.C(N(CC)CC)C.[OH-].[Na+].[Cl-].[NH4+], predict the reaction product. The product is: [CH2:1]1[C:4]2([O:9][CH2:8][CH:7]([O:10][C:11]3[CH:16]=[CH:15][N:14]=[C:13]([CH2:18][OH:22])[C:12]=3[CH3:19])[CH2:6][O:5]2)[CH2:3][CH2:2]1.